From a dataset of Full USPTO retrosynthesis dataset with 1.9M reactions from patents (1976-2016). Predict the reactants needed to synthesize the given product. (1) Given the product [NH:8]1[CH2:13][CH2:12][CH:11]([C:14]2[CH:19]=[CH:18][CH:17]=[CH:16][C:15]=2[C:20]#[N:21])[CH2:10][CH2:9]1, predict the reactants needed to synthesize it. The reactants are: C(OC([N:8]1[CH2:13][CH2:12][CH:11]([C:14]2[CH:19]=[CH:18][CH:17]=[CH:16][C:15]=2[C:20]#[N:21])[CH2:10][CH2:9]1)=O)(C)(C)C. (2) Given the product [CH2:8]([O:9][C:10]([CH2:12]/[CH:1]=[CH:24]/[CH2:23][CH:22]([CH3:26])[CH3:21])=[O:11])[CH3:7], predict the reactants needed to synthesize it. The reactants are: [C:1](=O)([O-])[O-].[K+].[K+].[CH3:7][CH2:8][O:9][C:10]([CH2:12]P(OCC)(OCC)=O)=[O:11].[CH3:21][CH:22]([CH3:26])[CH2:23][CH:24]=O. (3) The reactants are: FC(F)(F)C(O)=O.[Cl:8][C:9]1[CH:10]=[C:11]([CH:31]=[CH:32][C:33]=1[O:34][CH2:35][C:36]1[CH:41]=[CH:40][CH:39]=[C:38]([F:42])[CH:37]=1)[NH:12][C:13]1[C:22]2[C:17](=[CH:18][C:19]([OH:30])=[CH:20][C:21]=2[O:23][CH:24]2[CH2:29][CH2:28][O:27][CH2:26][CH2:25]2)[N:16]=[CH:15][N:14]=1.Br[CH2:44][CH2:45][CH2:46][Cl:47]. Given the product [Cl:8][C:9]1[CH:10]=[C:11]([CH:31]=[CH:32][C:33]=1[O:34][CH2:35][C:36]1[CH:41]=[CH:40][CH:39]=[C:38]([F:42])[CH:37]=1)[NH:12][C:13]1[C:22]2[C:17](=[CH:18][C:19]([O:30][CH2:44][CH2:45][CH2:46][Cl:47])=[CH:20][C:21]=2[O:23][CH:24]2[CH2:29][CH2:28][O:27][CH2:26][CH2:25]2)[N:16]=[CH:15][N:14]=1, predict the reactants needed to synthesize it.